The task is: Predict the reactants needed to synthesize the given product.. This data is from Retrosynthesis with 50K atom-mapped reactions and 10 reaction types from USPTO. Given the product O=C1[C@H](Cc2c(Cl)cc(-c3ccc(F)cc3)cc2Cl)CCN1C1CCNCC1, predict the reactants needed to synthesize it. The reactants are: CC(C)(C)OC(=O)N1CCC(N2CC[C@@H](Cc3c(Cl)cc(-c4ccc(F)cc4)cc3Cl)C2=O)CC1.